Task: Predict the reaction yield, written as a fraction of the theoretical maximum amount of product (1.0 means a 100% yield; for example, 0.34 means a 34% yield).. Dataset: Reaction yield outcomes from USPTO patents with 853,638 reactions The reactants are Br[C:2]1[N:3]([CH2:21][C:22]([N:24]([CH3:26])[CH3:25])=[O:23])[C:4]2[C:9]([C:10]=1[CH:11]1[CH2:16][CH2:15][CH2:14][CH2:13][CH2:12]1)=[CH:8][CH:7]=[C:6]([C:17]([O:19][CH3:20])=[O:18])[CH:5]=2.[CH:27]1(B(O)O)[CH2:29][CH2:28]1.P([O-])([O-])([O-])=O.[K+].[K+].[K+].C1(P(C2CCCCC2)C2CCCCC2)CCCCC1. The catalyst is C1(C)C=CC=CC=1.CC([O-])=O.CC([O-])=O.[Pd+2].CCOC(C)=O. The product is [CH:11]1([C:10]2[C:9]3[C:4](=[CH:5][C:6]([C:17]([O:19][CH3:20])=[O:18])=[CH:7][CH:8]=3)[N:3]([CH2:21][C:22]([N:24]([CH3:26])[CH3:25])=[O:23])[C:2]=2[CH:27]2[CH2:29][CH2:28]2)[CH2:16][CH2:15][CH2:14][CH2:13][CH2:12]1. The yield is 0.700.